Dataset: Reaction yield outcomes from USPTO patents with 853,638 reactions. Task: Predict the reaction yield, written as a fraction of the theoretical maximum amount of product (1.0 means a 100% yield; for example, 0.34 means a 34% yield). (1) The reactants are [CH3:1][C:2]1([N:13]2[CH2:18][CH2:17][C:16](=O)[CH2:15][CH2:14]2)[CH2:7][CH2:6][N:5]([C:8]([O:10][CH2:11][CH3:12])=[O:9])[CH2:4][CH2:3]1.[C@H:20]1([NH2:27])[CH2:25][CH2:24][CH2:23][CH2:22][C@@H:21]1[NH2:26].C(O[BH-](OC(=O)C)OC(=O)C)(=O)C.[Na+].C([O-])(O)=O.[Na+]. The yield is 0.190. The product is [NH2:26][C@H:21]1[CH2:22][CH2:23][CH2:24][CH2:25][C@@H:20]1[NH:27][CH:16]1[CH2:17][CH2:18][N:13]([C:2]2([CH3:1])[CH2:7][CH2:6][N:5]([C:8]([O:10][CH2:11][CH3:12])=[O:9])[CH2:4][CH2:3]2)[CH2:14][CH2:15]1. The catalyst is ClCCl. (2) The reactants are I[C:2]1[CH:7]=[CH:6][N:5]=[C:4]2[N:8]([C:11]3[CH:12]=[C:13]([S:17]([NH2:20])(=[O:19])=[O:18])[CH:14]=[CH:15][CH:16]=3)[N:9]=[CH:10][C:3]=12.C(=O)([O-])[O-].[K+].[K+].Cl.[CH3:28][C:29]1[C:34](B(O)O)=[CH:33][N:32]=[CH:31]N=1.[CH2:38](Cl)Cl. The catalyst is C1C=CC(P(C2C=CC=CC=2)[C-]2C=CC=C2)=CC=1.C1C=CC(P(C2C=CC=CC=2)[C-]2C=CC=C2)=CC=1.Cl[Pd]Cl.[Fe+2].O.CN1C(=O)CCC1. The product is [CH3:28][C:29]1[CH:38]=[CH:31][N:32]=[CH:33][C:34]=1[C:2]1[CH:7]=[CH:6][N:5]=[C:4]2[N:8]([C:11]3[CH:12]=[C:13]([S:17]([NH2:20])(=[O:19])=[O:18])[CH:14]=[CH:15][CH:16]=3)[N:9]=[CH:10][C:3]=12. The yield is 0.246. (3) The reactants are [NH:1]([CH2:5][CH2:6][OH:7])[CH2:2][CH2:3][OH:4].[Cl:8][C:9]1[CH:18]=[CH:17][CH:16]=[CH:15][C:10]=1[CH2:11][N:12]=[C:13]=[O:14]. The catalyst is CN(C=O)C. The product is [Cl:8][C:9]1[CH:18]=[CH:17][CH:16]=[CH:15][C:10]=1[CH2:11][NH:12][C:13](=[O:14])[N:1]([CH2:5][CH2:6][OH:7])[CH2:2][CH2:3][OH:4]. The yield is 0.650. (4) The reactants are [NH2:1][C:2]1[C:3](Cl)=[N:4][C:5]2[C:10]([N:11]=1)=[CH:9][C:8]([Cl:12])=[CH:7][CH:6]=2.[CH3:14][O-:15].[Na+]. The catalyst is O1CCCC1.CO. The product is [NH2:1][C:2]1[C:3]([O:15][CH3:14])=[N:4][C:5]2[C:10]([N:11]=1)=[CH:9][C:8]([Cl:12])=[CH:7][CH:6]=2. The yield is 0.960. (5) The reactants are C([O:3][C:4](=[O:35])[CH2:5][N:6]1[CH2:11][CH2:10][CH2:9][CH:8]([NH:12][C:13]([C:15]2[CH:16]=[N:17][C:18]([O:21][CH2:22][C:23]3[C:24]([C:29]4[CH:34]=[CH:33][CH:32]=[CH:31][CH:30]=4)=[N:25][O:26][C:27]=3[CH3:28])=[CH:19][CH:20]=2)=[O:14])[CH2:7]1)C.O.[OH-].[Li+]. The catalyst is C1COCC1.O.CO.Cl. The product is [CH3:28][C:27]1[O:26][N:25]=[C:24]([C:29]2[CH:34]=[CH:33][CH:32]=[CH:31][CH:30]=2)[C:23]=1[CH2:22][O:21][C:18]1[N:17]=[CH:16][C:15]([C:13]([NH:12][CH:8]2[CH2:9][CH2:10][CH2:11][N:6]([CH2:5][C:4]([OH:35])=[O:3])[CH2:7]2)=[O:14])=[CH:20][CH:19]=1. The yield is 0.830.